Task: Predict the product of the given reaction.. Dataset: Forward reaction prediction with 1.9M reactions from USPTO patents (1976-2016) Given the reactants [CH3:1][N:2]([CH3:29])[CH2:3][CH2:4][CH2:5][O:6][C:7]1[CH:12]=[CH:11][C:10]([C:13]2[NH:22][C:16]3=[N:17][CH:18]=[C:19]([CH3:21])[CH:20]=[C:15]3[C:14]=2[CH:23]2[CH2:28][CH2:27][CH2:26][NH:25][CH2:24]2)=[CH:9][CH:8]=1.[C:30](OC(=O)C)(=[O:32])[CH3:31], predict the reaction product. The product is: [C:30]([N:25]1[CH2:26][CH2:27][CH2:28][CH:23]([C:14]2[C:15]3[C:16](=[N:17][CH:18]=[C:19]([CH3:21])[CH:20]=3)[NH:22][C:13]=2[C:10]2[CH:9]=[CH:8][C:7]([O:6][CH2:5][CH2:4][CH2:3][N:2]([CH3:1])[CH3:29])=[CH:12][CH:11]=2)[CH2:24]1)(=[O:32])[CH3:31].